Task: Predict the reaction yield, written as a fraction of the theoretical maximum amount of product (1.0 means a 100% yield; for example, 0.34 means a 34% yield).. Dataset: Reaction yield outcomes from USPTO patents with 853,638 reactions (1) The reactants are Br[CH2:2][CH2:3][CH2:4][O:5][C:6]1[CH:15]=[C:14]2[C:9]([C:10]([O:16][C:17]3[CH:22]=[CH:21][C:20]([NH:23][C:24]([NH:26][CH2:27][CH2:28][CH3:29])=[O:25])=[C:19]([Cl:30])[CH:18]=3)=[CH:11][CH:12]=[N:13]2)=[CH:8][C:7]=1[O:31][CH3:32].C(=O)([O-])[O-].[K+].[K+].[NH:39]1[CH2:44][CH2:43][O:42][CH2:41][CH2:40]1.O. The catalyst is CN(C)C=O. The product is [Cl:30][C:19]1[CH:18]=[C:17]([O:16][C:10]2[C:9]3[C:14](=[CH:15][C:6]([O:5][CH2:4][CH2:3][CH2:2][N:39]4[CH2:44][CH2:43][O:42][CH2:41][CH2:40]4)=[C:7]([O:31][CH3:32])[CH:8]=3)[N:13]=[CH:12][CH:11]=2)[CH:22]=[CH:21][C:20]=1[NH:23][C:24]([NH:26][CH2:27][CH2:28][CH3:29])=[O:25]. The yield is 0.440. (2) The reactants are [Br:1][C:2]1[CH:3]=[C:4]2[C:8](=[CH:9][CH:10]=1)[NH:7][N:6]=[C:5]2[C:11]([O:13][CH3:14])=[O:12].[O:15]1[CH:20]=[CH:19][CH2:18][CH2:17][CH2:16]1.ClC1C(=O)C(C#N)=C(C#N)C(=O)C=1Cl. The catalyst is C(#N)C. The product is [Br:1][C:2]1[CH:3]=[C:4]2[C:8](=[CH:9][CH:10]=1)[N:7]([CH:16]1[CH2:17][CH2:18][CH2:19][CH2:20][O:15]1)[N:6]=[C:5]2[C:11]([O:13][CH3:14])=[O:12]. The yield is 0.700. (3) The reactants are [CH3:1][C:2]([C:6]1[CH:11]=[CH:10][C:9]([N+:12]([O-:14])=[O:13])=[CH:8][CH:7]=1)([CH3:5])[C:3]#[N:4].Cl.[OH-].[Na+]. The catalyst is C1COCC1. The product is [CH3:5][C:2]([C:6]1[CH:11]=[CH:10][C:9]([N+:12]([O-:14])=[O:13])=[CH:8][CH:7]=1)([CH3:1])[CH2:3][NH2:4]. The yield is 0.900. (4) The reactants are [O:1]=[C:2]1[NH:6][C:5]2([CH2:10][CH2:9][CH2:8][CH2:7]2)[N:4]=[C:3]1[C:11]1[CH:18]=[CH:17][C:14]([C:15]#[N:16])=[CH:13][CH:12]=1.[H-].[Na+].Br[CH2:22][C:23]([NH:25][C:26]1[CH:31]=[CH:30][CH:29]=[C:28]([C:32]([F:35])([F:34])[F:33])[CH:27]=1)=[O:24].O. The catalyst is CN(C)C=O. The product is [C:15]([C:14]1[CH:13]=[CH:12][C:11]([C:3]2[C:2](=[O:1])[N:6]([CH2:22][C:23]([NH:25][C:26]3[CH:31]=[CH:30][CH:29]=[C:28]([C:32]([F:33])([F:34])[F:35])[CH:27]=3)=[O:24])[C:5]3([CH2:7][CH2:8][CH2:9][CH2:10]3)[N:4]=2)=[CH:18][CH:17]=1)#[N:16]. The yield is 0.250. (5) The reactants are [F:1][C:2]1[CH:3]=[C:4]2[C:9](=[CH:10][CH:11]=1)[N:8]=[C:7]([NH:12][C:13](=[O:17])OCC)[C:6]([O:18][CH3:19])=[N:5]2.[CH3:20][O:21][C:22]1[CH:23]=[C:24]([N:32]2[CH2:37][CH2:36][NH:35][CH2:34][CH2:33]2)[CH:25]=[C:26]([O:30][CH3:31])[C:27]=1[O:28][CH3:29]. No catalyst specified. The product is [F:1][C:2]1[CH:3]=[C:4]2[C:9](=[CH:10][CH:11]=1)[N:8]=[C:7]([NH:12][C:13]([N:35]1[CH2:34][CH2:33][N:32]([C:24]3[CH:23]=[C:22]([O:21][CH3:20])[C:27]([O:28][CH3:29])=[C:26]([O:30][CH3:31])[CH:25]=3)[CH2:37][CH2:36]1)=[O:17])[C:6]([O:18][CH3:19])=[N:5]2. The yield is 0.830. (6) The reactants are [NH:1]1[C:9]2[C:4](=[CH:5][CH:6]=[CH:7][CH:8]=2)[C:3]([CH:10]=[O:11])=[CH:2]1.[Cl:12][C:13]1[CH:18]=[C:17]([Cl:19])[CH:16]=[CH:15][C:14]=1[S:20](Cl)(=[O:22])=[O:21].C(N(C(C)C)CC)(C)C.C(=O)([O-])O.[Na+]. The catalyst is C(Cl)Cl. The product is [Cl:12][C:13]1[CH:18]=[C:17]([Cl:19])[CH:16]=[CH:15][C:14]=1[S:20]([N:1]1[C:9]2[C:4](=[CH:5][CH:6]=[CH:7][CH:8]=2)[C:3]([CH:10]=[O:11])=[CH:2]1)(=[O:22])=[O:21]. The yield is 0.870.